Dataset: NCI-60 drug combinations with 297,098 pairs across 59 cell lines. Task: Regression. Given two drug SMILES strings and cell line genomic features, predict the synergy score measuring deviation from expected non-interaction effect. (1) Drug 1: CC12CCC3C(C1CCC2=O)CC(=C)C4=CC(=O)C=CC34C. Drug 2: CC12CCC3C(C1CCC2OP(=O)(O)O)CCC4=C3C=CC(=C4)OC(=O)N(CCCl)CCCl.[Na+]. Cell line: HOP-62. Synergy scores: CSS=2.46, Synergy_ZIP=-11.4, Synergy_Bliss=-23.9, Synergy_Loewe=-41.4, Synergy_HSA=-25.2. (2) Drug 1: CC12CCC3C(C1CCC2O)C(CC4=C3C=CC(=C4)O)CCCCCCCCCS(=O)CCCC(C(F)(F)F)(F)F. Drug 2: CC1CCCC2(C(O2)CC(NC(=O)CC(C(C(=O)C(C1O)C)(C)C)O)C(=CC3=CSC(=N3)C)C)C. Cell line: RXF 393. Synergy scores: CSS=36.6, Synergy_ZIP=1.84, Synergy_Bliss=2.75, Synergy_Loewe=-17.5, Synergy_HSA=4.23. (3) Drug 1: CN(C)C(=N)N=C(N)N. Drug 2: CS(=O)(=O)CCNCC1=CC=C(O1)C2=CC3=C(C=C2)N=CN=C3NC4=CC(=C(C=C4)OCC5=CC(=CC=C5)F)Cl. Cell line: OVCAR3. Synergy scores: CSS=16.4, Synergy_ZIP=-1.02, Synergy_Bliss=4.79, Synergy_Loewe=-14.6, Synergy_HSA=3.47. (4) Drug 1: CC1C(C(CC(O1)OC2CC(CC3=C2C(=C4C(=C3O)C(=O)C5=C(C4=O)C(=CC=C5)OC)O)(C(=O)C)O)N)O.Cl. Drug 2: CCN(CC)CCNC(=O)C1=C(NC(=C1C)C=C2C3=C(C=CC(=C3)F)NC2=O)C. Cell line: SN12C. Synergy scores: CSS=25.4, Synergy_ZIP=-4.63, Synergy_Bliss=1.12, Synergy_Loewe=1.36, Synergy_HSA=1.47. (5) Drug 1: C1=NC2=C(N=C(N=C2N1C3C(C(C(O3)CO)O)F)Cl)N. Drug 2: C1C(C(OC1N2C=NC3=C2NC=NCC3O)CO)O. Cell line: MDA-MB-231. Synergy scores: CSS=34.6, Synergy_ZIP=-10.8, Synergy_Bliss=-3.73, Synergy_Loewe=-24.0, Synergy_HSA=-1.59. (6) Drug 1: CC1=C2C(C(=O)C3(C(CC4C(C3C(C(C2(C)C)(CC1OC(=O)C(C(C5=CC=CC=C5)NC(=O)OC(C)(C)C)O)O)OC(=O)C6=CC=CC=C6)(CO4)OC(=O)C)OC)C)OC. Drug 2: CC12CCC3C(C1CCC2O)C(CC4=C3C=CC(=C4)O)CCCCCCCCCS(=O)CCCC(C(F)(F)F)(F)F. Cell line: MDA-MB-231. Synergy scores: CSS=29.2, Synergy_ZIP=1.24, Synergy_Bliss=1.89, Synergy_Loewe=-13.4, Synergy_HSA=3.42. (7) Drug 1: CS(=O)(=O)C1=CC(=C(C=C1)C(=O)NC2=CC(=C(C=C2)Cl)C3=CC=CC=N3)Cl. Drug 2: CCCS(=O)(=O)NC1=C(C(=C(C=C1)F)C(=O)C2=CNC3=C2C=C(C=N3)C4=CC=C(C=C4)Cl)F. Cell line: NCI-H460. Synergy scores: CSS=0.893, Synergy_ZIP=1.03, Synergy_Bliss=2.29, Synergy_Loewe=-0.944, Synergy_HSA=-0.670. (8) Drug 1: COC1=CC(=CC(=C1O)OC)C2C3C(COC3=O)C(C4=CC5=C(C=C24)OCO5)OC6C(C(C7C(O6)COC(O7)C8=CC=CS8)O)O. Drug 2: C1CCC(CC1)NC(=O)N(CCCl)N=O. Cell line: HCC-2998. Synergy scores: CSS=15.9, Synergy_ZIP=-6.35, Synergy_Bliss=-7.91, Synergy_Loewe=-31.3, Synergy_HSA=-7.79. (9) Drug 1: CC12CCC(CC1=CCC3C2CCC4(C3CC=C4C5=CN=CC=C5)C)O. Drug 2: C1CN(P(=O)(OC1)NCCCl)CCCl. Cell line: HS 578T. Synergy scores: CSS=14.4, Synergy_ZIP=8.68, Synergy_Bliss=12.5, Synergy_Loewe=5.21, Synergy_HSA=8.79.